From a dataset of Reaction yield outcomes from USPTO patents with 853,638 reactions. Predict the reaction yield, written as a fraction of the theoretical maximum amount of product (1.0 means a 100% yield; for example, 0.34 means a 34% yield). (1) The reactants are Br[C:2]1[C:6]2[C:7]([NH2:11])=[N:8][CH:9]=[CH:10][C:5]=2[O:4][CH:3]=1.[F:12][C:13]1[C:21](B2OC(C)(C)C(C)(C)O2)=[CH:20][CH:19]=[C:18]2[C:14]=1[CH2:15][CH2:16][N:17]2[C:31]([O:33][C:34]([CH3:37])([CH3:36])[CH3:35])=[O:32].C(=O)(O)[O-].[Na+]. The catalyst is C1C=CC(P(C2C=CC=CC=2)[C-]2C=CC=C2)=CC=1.C1C=CC(P(C2C=CC=CC=2)[C-]2C=CC=C2)=CC=1.Cl[Pd]Cl.[Fe+2].C(Cl)Cl.O1CCOCC1. The product is [NH2:11][C:7]1[C:6]2[C:2]([C:21]3[C:13]([F:12])=[C:14]4[C:18](=[CH:19][CH:20]=3)[N:17]([C:31]([O:33][C:34]([CH3:36])([CH3:35])[CH3:37])=[O:32])[CH2:16][CH2:15]4)=[CH:3][O:4][C:5]=2[CH:10]=[CH:9][N:8]=1. The yield is 0.381. (2) The reactants are [NH2:1][C:2]1[N:24]=[C:5]2[CH:6]=[CH:7][C:8]([C:10]3[CH:23]=[CH:22][C:13]([C:14]([NH:16][CH2:17][C:18]([F:21])([F:20])[F:19])=[O:15])=[CH:12][CH:11]=3)=[CH:9][N:4]2[N:3]=1.Br[C:26]1[C:27]([O:32][CH2:33][CH3:34])=[N:28][CH:29]=[CH:30][CH:31]=1.CC(C1C=C(C(C)C)C(C2C=CC=CC=2P(C2CCCCC2)C2CCCCC2)=C(C(C)C)C=1)C.CC(C)([O-])C.[Na+]. No catalyst specified. The product is [CH2:33]([O:32][C:27]1[C:26]([NH:1][C:2]2[N:24]=[C:5]3[CH:6]=[CH:7][C:8]([C:10]4[CH:11]=[CH:12][C:13]([C:14]([NH:16][CH2:17][C:18]([F:19])([F:20])[F:21])=[O:15])=[CH:22][CH:23]=4)=[CH:9][N:4]3[N:3]=2)=[CH:31][CH:30]=[CH:29][N:28]=1)[CH3:34]. The yield is 0.630. (3) The reactants are [NH2:1][C:2]1[C:7]([NH2:8])=[C:6]([NH:9][C@@H:10]2[C@@H:15]3[CH2:16][C@@H:12]([CH:13]=[CH:14]3)[C@@H:11]2[C:17]([NH2:19])=[O:18])[C:5]([Br:20])=[CH:4][N:3]=1.[CH3:21][N:22]([CH3:31])[C:23]1[CH:30]=[CH:29][C:26]([CH:27]=O)=[CH:25][CH:24]=1.C([O-])(=O)C.[NH4+]. The catalyst is C(O)C. The product is [Br:20][C:5]1[C:6]([NH:9][C@@H:10]2[C@@H:15]3[CH2:16][C@@H:12]([CH:13]=[CH:14]3)[C@@H:11]2[C:17]([NH2:19])=[O:18])=[C:7]2[N:8]=[C:27]([C:26]3[CH:29]=[CH:30][C:23]([N:22]([CH3:31])[CH3:21])=[CH:24][CH:25]=3)[NH:1][C:2]2=[N:3][CH:4]=1. The yield is 0.470. (4) The reactants are [C:1](=[O:4])([O-:3])[O-].[K+].[K+].[CH3:7][O:8][C:9](=[O:55])[C@H:10]([O:24][C:25]1[C:30]([Br:31])=[CH:29][C:28]([C:32]2[CH:37]=[CH:36][C:35]([C:38]3[C:39]4[CH:53]=[CH:52][CH:51]=[CH:50][C:40]=4[S:41][C:42]=3[CH2:43][C:44]3[CH:49]=[CH:48][CH:47]=[CH:46][CH:45]=3)=[CH:34][CH:33]=2)=[CH:27][C:26]=1[Br:54])[CH2:11][CH2:12][N:13]1C(=O)[C:20]2[C:15](=[CH:16][CH:17]=[CH:18][CH:19]=2)[C:14]1=[O:23].CO.Cl. The catalyst is O. The product is [CH2:43]([C:42]1[S:41][C:40]2[CH:50]=[CH:51][CH:52]=[CH:53][C:39]=2[C:38]=1[C:35]1[CH:36]=[CH:37][C:32]([C:28]2[CH:27]=[C:26]([Br:54])[C:25]([O:24][C@@H:10]([C:9]([O:8][CH3:7])=[O:55])[CH2:11][CH2:12][NH:13][C:14](=[O:23])[C:15]3[C:20](=[CH:19][CH:18]=[CH:17][CH:16]=3)[C:1]([OH:3])=[O:4])=[C:30]([Br:31])[CH:29]=2)=[CH:33][CH:34]=1)[C:44]1[CH:49]=[CH:48][CH:47]=[CH:46][CH:45]=1. The yield is 0.630. (5) The reactants are [OH:1][CH:2]1[CH2:7][CH2:6][N:5]([CH2:8][C:9]2[CH:16]=[CH:15][CH:14]=[CH:13][C:10]=2[C:11]#[N:12])[CH2:4][CH2:3]1.[H-].[Na+].Cl[C:20]1[C:29]2[C:24](=[CH:25][CH:26]=[C:27]([F:30])[CH:28]=2)[N:23]=[C:22]([CH3:31])[CH:21]=1. The catalyst is CN(C=O)C. The product is [F:30][C:27]1[CH:28]=[C:29]2[C:24](=[CH:25][CH:26]=1)[N:23]=[C:22]([CH3:31])[CH:21]=[C:20]2[O:1][CH:2]1[CH2:7][CH2:6][N:5]([CH2:8][C:9]2[CH:16]=[CH:15][CH:14]=[CH:13][C:10]=2[C:11]#[N:12])[CH2:4][CH2:3]1. The yield is 0.520. (6) The reactants are [C:1]([O:4][C:5]1[CH:13]=[CH:12][C:11]([NH2:14])=[CH:10][C:6]=1[C:7]([OH:9])=[O:8])(=[O:3])[CH3:2].[F:15][C:16]1[C:23]([F:24])=[C:22]([C:25]([F:28])([F:27])[F:26])[C:21]([F:29])=[C:20]([F:30])[C:17]=1[CH2:18]Br. The yield is 0.530. The catalyst is [I-].C([N+](CCCC)(CCCC)CCCC)CCC.CN(C=O)C. The product is [C:1]([O:4][C:5]1[CH:13]=[CH:12][C:11]([NH:14][CH2:18][C:17]2[C:20]([F:30])=[C:21]([F:29])[C:22]([C:25]([F:26])([F:28])[F:27])=[C:23]([F:24])[C:16]=2[F:15])=[CH:10][C:6]=1[C:7]([OH:9])=[O:8])(=[O:3])[CH3:2]. (7) The reactants are [F:1][C:2]([F:14])([F:13])[C:3]1[CH:8]=[CH:7][C:6]([S:9](Cl)(=[O:11])=[O:10])=[CH:5][CH:4]=1.[OH:15][C@:16]([CH3:52])([CH2:50][OH:51])[C:17](=[O:49])[C@@H:18]([NH:26][C:27](=[O:48])[C@@H:28]([NH:32][C:33](=[O:47])[C@@H:34]([NH:38][C:39]([C:41]1[S:45][C:44]([CH3:46])=[N:43][CH:42]=1)=[O:40])[CH2:35][O:36][CH3:37])[CH2:29][O:30][CH3:31])[CH2:19][C:20]1[CH:25]=[CH:24][CH:23]=[CH:22][CH:21]=1.CCN(C(C)C)C(C)C. The catalyst is C(Cl)Cl.CN(C1C=CN=CC=1)C. The product is [F:1][C:2]([F:14])([F:13])[C:3]1[CH:8]=[CH:7][C:6]([S:9]([O:51][CH2:50][C@:16]([OH:15])([CH3:52])[C:17](=[O:49])[C@@H:18]([NH:26][C:27](=[O:48])[C@@H:28]([NH:32][C:33](=[O:47])[C@@H:34]([NH:38][C:39]([C:41]2[S:45][C:44]([CH3:46])=[N:43][CH:42]=2)=[O:40])[CH2:35][O:36][CH3:37])[CH2:29][O:30][CH3:31])[CH2:19][C:20]2[CH:21]=[CH:22][CH:23]=[CH:24][CH:25]=2)(=[O:11])=[O:10])=[CH:5][CH:4]=1. The yield is 0.520.